This data is from Antibody developability classification from SAbDab with 2,409 antibodies. The task is: Regression/Classification. Given an antibody's heavy chain and light chain sequences, predict its developability. TAP uses regression for 5 developability metrics; SAbDab uses binary classification. (1) The antibody is ['EVKLSESGPGLVKPSQSLSLTCTVTGYSITTNYAWTWIRQFPGNKLEWMGYIRSSVITRYNPSLKSRISITQDTSKNQFFLQLNSVTTEDTATYYCARYDYYGNTGDYWGQGTSVTVSS', 'DIVITQDELSNPVTSGESVSISCRSSRSLLYKDGRTYLNWFLQRPGQSPQLLIYLMSTRASGVSDRFSGSGSGTDFTLEISRVKAEDVGVYYCQQFVEYPFTFGSGTKLEIK']. Result: 1 (developable). (2) The antibody is ['QVQLQQSGAELMKPGASVKLSCKAAGYTFTAYWIEWIRQRPGHGLEWIGEILPGSSSTNCNEMFKGKATFTADTSSNSAYMQLSSLTTEDSAIYYCTRDFSGDRSNLYFDVWGTGTTVTVSS', 'DIQMTQSPSSLSASLGERVSLTCRASQDIGSSLNWLQQEPDGTIKRLIYATSSLDSGVPKRFSGSRSGSDYSLTISRLESEDFVDYYCLQYATSPYTFGGGTKLEIK']. Result: 1 (developable). (3) The antibody is ['1cfs', 'DIKMTQSPSSMYTSLGERVTITCKASQDINSFLTWFLQKPGKSPKTLIYRANRLMIGVPSRFSGSGSGQTYSLTISSLEYEDMGIYYCLQYDDFPLTFGAGTKLDLK']. Result: 0 (not developable). (4) The antibody is ['QVRLSQSGGQMKKPGDSMRISCRASGYEFINCPINWIRLAPGKRPEWMGWMKPRGGAVSYARQLQGRVTMTRDMYSETAFLELRSLTSDDTAVYFCTRGKYCTARDYYNWDFEHWGQGTPVTVSS', 'EIVLTQSPGTLSLSPGETAIISCRTSQYGSLAWYQQRPGQAPRLVIYSGSTRAAGIPDRFSGSRWGPDYTLTISNLESGDFGVYYCQQYEFFGQGTKVQVD']. Result: 0 (not developable).